Dataset: Catalyst prediction with 721,799 reactions and 888 catalyst types from USPTO. Task: Predict which catalyst facilitates the given reaction. (1) Reactant: [F:1][C:2]([F:13])([F:12])[C:3]1[CH:4]=[C:5]([C@@H:9]([OH:11])[CH3:10])[CH:6]=[CH:7][CH:8]=1.[C:14]([O:18][C:19]([N:21]1[CH2:24][CH:23]([O:25][C:26]2[CH:31]=[C:30]([Cl:32])[CH:29]=[CH:28][C:27]=2O)[CH2:22]1)=[O:20])([CH3:17])([CH3:16])[CH3:15].C1C=CC(P(C2C=CC=CC=2)C2C=CC=CC=2)=CC=1.CCOC(/N=N/C(OCC)=O)=O. Product: [C:14]([O:18][C:19]([N:21]1[CH2:24][CH:23]([O:25][C:26]2[CH:31]=[C:30]([Cl:32])[CH:29]=[CH:28][C:27]=2[O:11][C@@H:9]([C:5]2[CH:6]=[CH:7][CH:8]=[C:3]([C:2]([F:12])([F:13])[F:1])[CH:4]=2)[CH3:10])[CH2:22]1)=[O:20])([CH3:17])([CH3:15])[CH3:16]. The catalyst class is: 1. (2) Reactant: [Cl:1][C:2]1[C:14]([CH2:15][N:16]2[CH2:20][CH2:19][CH2:18][CH2:17]2)=[CH:13][CH:12]=[CH:11][C:3]=1[O:4][C@H:5]1[CH2:8][C@H:7]([CH2:9][NH2:10])[CH2:6]1.[CH2:21](N(CC)CC)C.[CH3:28][C:29]1[C:33]([C:34](Cl)=[O:35])=[C:32]([CH3:37])[O:31][N:30]=1.C([O-])([O-])=O.[K+].[K+]. Product: [ClH:1].[Cl:1][C:2]1[C:14]([CH2:15][N:16]2[CH2:20][CH2:19][CH2:18][CH2:17]2)=[CH:13][CH:12]=[CH:11][C:3]=1[O:4][C@H:5]1[CH2:8][C@H:7]([CH2:9][N:10]([CH3:21])[C:34]([C:33]2[C:29]([CH3:28])=[N:30][O:31][C:32]=2[CH3:37])=[O:35])[CH2:6]1. The catalyst class is: 2. (3) Reactant: FC(F)(F)C(O)=O.[CH:8]([C:11]1[S:15][C:14]([NH:16][C:17](=[O:32])[CH2:18][C:19]2[N:20]=[C:21]([NH:24]C(=O)OC(C)(C)C)[S:22][CH:23]=2)=[N:13][CH:12]=1)([CH3:10])[CH3:9].C1(OC)C=CC=CC=1. Product: [NH2:24][C:21]1[S:22][CH:23]=[C:19]([CH2:18][C:17]([NH:16][C:14]2[S:15][C:11]([CH:8]([CH3:10])[CH3:9])=[CH:12][N:13]=2)=[O:32])[N:20]=1. The catalyst class is: 2.